From a dataset of Forward reaction prediction with 1.9M reactions from USPTO patents (1976-2016). Predict the product of the given reaction. Given the reactants C[O:2][C:3]1[CH:4]=[C:5]([CH:20]=[CH:21][CH:22]=1)[O:6][C:7]1[CH:12]=[CH:11][N:10]=[C:9]([NH:13][C:14]2[S:15][CH:16]=[C:17]([CH3:19])[N:18]=2)[CH:8]=1.BrB(Br)Br.CC(=CC)C.C([O-])(O)=O.[Na+], predict the reaction product. The product is: [CH3:19][C:17]1[N:18]=[C:14]([NH:13][C:9]2[CH:8]=[C:7]([O:6][C:5]3[CH:4]=[C:3]([OH:2])[CH:22]=[CH:21][CH:20]=3)[CH:12]=[CH:11][N:10]=2)[S:15][CH:16]=1.